This data is from Experimentally validated miRNA-target interactions with 360,000+ pairs, plus equal number of negative samples. The task is: Binary Classification. Given a miRNA mature sequence and a target amino acid sequence, predict their likelihood of interaction. (1) The miRNA is hsa-miR-1180-3p with sequence UUUCCGGCUCGCGUGGGUGUGU. The protein sequence of the target gene is MLLPKKMKLLLFLVSQMAILALFFHMYSHNISSLSMKAQPERMHVLVLSSWRSGSSFVGQLFGQHPDVFYLMEPAWHVWMTFKQSTAWMLHMAVRDLIRAVFLCDMSVFDAYMEPGPRRQSSLFQWENSRALCSAPACDIIPQDEIIPRAHCRLLCSQQPFEVVEKACRSYSHVVLKEVRFFNLQSLYPLLKDPSLNLHIVHLVRDPRAVFRSRERTKGDLMIDSRIVMGQHEQKLKKEDQPYYVMQVICQSQLEIYKTIQSLPKALQERYLLVRYEDLARAPVAQTSRMYEFVGLEFLP.... Result: 0 (no interaction). (2) The miRNA is mmu-miR-7038-3p with sequence CACUGCUCCUGCCUUCUUACAG. The protein sequence of the target gene is MNSMTSAVPVANSVLVVAPHNGYPVTPGIMSHVPLYPNSQPQVHLVPGNPPSLVSNVNGQPVQKALKEGKTLGAIQIIIGLAHIGLGSIMATVLVGEYLSISFYGGFPFWGGLWFIISGSLSVAAENQPYSYCLLSGSLGLNIVSAICSAVGVILFITDLSIPHPYAYPDYYPYAWGVNPGMAISGVLLVFCLLEFGIACASSHFGCQLVCCQSSNVSVIYPNIYAANPVITPEPVTSPPSYSSEIQANK. Result: 0 (no interaction). (3) The miRNA is hsa-miR-187-3p with sequence UCGUGUCUUGUGUUGCAGCCGG. The protein sequence of the target gene is MDKLPPSMRKRLYSLPQQVGAKAWIMDEEEDGEEEGAGGLQDPSRRSIRLRPLPSPSPSVAAGCSESRGAALGAADSEGPGRSAGKSSTNGDCRRFRGSLASLGSRGGGSGGAGGGSSLGHLHDSAEERRLIAAEGDASPGEDRTPPGLATEPERPGAAAQPAASPPPQQPPQPASASCEQPSADTAIKVEGGAAASDQILPEAEVRLGQSGFMQRQFGAMLQPGVNKFSLRMFGSQKAVEREQERVKSAGFWIIHPYSDFRFYWDLTMLLLMVGNLIIIPVGITFFKDENTTPWIVFNV.... Result: 0 (no interaction). (4) The miRNA is hsa-miR-3612 with sequence AGGAGGCAUCUUGAGAAAUGGA. The protein sequence of the target gene is MSCGNEFVETLKKIGYPKADNLNGEDFDWLFEGVEDESFLKWFCGNVNEQNVLSERELEAFSILQKSGKPILEGAALDEALKTCKTSDLKTPRLDDKELEKLEDEVQTLLKLKNLKIQRRNKCQLMASVTSHKSLRLNAKEEEATKKLKQSQGILNAMITKISNELQALTDEVTQLMMFFRHSNLGQGTNPLVFLSQFSLEKYLSQEEQSTAALTLYTKKQFFQGIHEVVESSNEDNFQLLDIQTPSICDNQEILEERRLEMARLQLAYICAQHQLIHLKASNSSMKSSIKWAEESLHSL.... Result: 1 (interaction). (5) The miRNA is mmu-miR-669f-3p with sequence CAUAUACAUACACACACACGUAU. The protein sequence of the target gene is MAPKLLLLLCLFSGLHARSRKVEEDEYEDSSSNQKWVLAPKSQDTDVTLILNKLLREYDKKLRPDIGIKPTVIDVDIYVNSIGPVSSINMEYQIDIFFAQTWTDSRLRFNSTMKILTLNSNMVGLIWIPDTIFRNSKTAEAHWITTPNQLLRIWNDGKILYTLRLTINAECQLQLHNFPMDEHSCPLIFSSYGYPKEEMIYRWRKNSVEAADQKSWRLYQFDFMGLRNTTEIVTTSAGDYVVMTIYFELSRRMGYFTIQTYIPCILTVVLSWVSFWIKKDATPARTALGITTVLTMTTLS.... Result: 0 (no interaction). (6) The miRNA is hsa-miR-6823-3p with sequence UGAGCCUCUCCUUCCCUCCAG. The protein sequence of the target gene is MSQEKNEMFESEWSKEREREKQLASGLDTAEKALKVESEELQKSKSELICLYNEVHNLPGESESKDHFLIACDLLQRENSELETKVLKLSQEFAQLNHFTLGGKTAPSNLITSENTCKDPESNEPILETEIQSRKEETEELCPKLGERKQKEIPEESVKEGSFPREGQKEEGSQQNRDMKDEEKEQQLTMKPEEIVRLREELSHINQSLLQSQSSGDSSDDSGAQHPSSGEKLKYNQQGEVQQLHQNLHRLQILCNSAENELRYERGQNLDLKQHNSLLQEENIKIKIELKHAQQKLLDS.... Result: 1 (interaction). (7) The miRNA is mmu-miR-6999-3p with sequence CUUCAGCUGUCCUCCUUUCUGU. The protein sequence of the target gene is MRLVILDNYDLASEWAAKYICNRIIQFKPGQDRYFTLGLPTGSTPLGCYKKLIEYHKNGHLSFKYVKTFNMDEYVGLPRNHPESYHSYMWNNFFKHIDIDPNNAHILDGNAADLQAECDAFENKIKEAGGIDLFVGGIGPDGHIAFNEPGSSLVSRTRLKTLAMDTILANAKYFDGDLSKVPTMALTVGVGTVMDAREVMILITGAHKAFALYKAIEEGVNHMWTVSAFQQHPRTIFVCDEDATLELRVKTVKYFKGLMHVHNKLVDPLFSMKDGN. Result: 0 (no interaction). (8) The miRNA is hsa-miR-151a-5p with sequence UCGAGGAGCUCACAGUCUAGU. The protein sequence of the target gene is MSSRLGAVPATSGPTTFKQQRSTRIVGAKNSRTQCSIKDNSFQYTIPHDDSLSGSSSASSCEPVSDFPASFRKSTYWMKMRRIKPAATSHVEGSGGVSAKGKRKPRQEEDEDYREFPQKKHKLYGRKQRPKTQPNPKSQARRIRKEPPVYAAGSLEEQWYLEIVDKGSVSCPTCQAVGRKTIEGLKKHMENCKQEMFTCHHCGKQLRSLAGMKYHVMANHNSLPILKAGDEIDEPSERERLRTVLKRLGKLRCMRESCSSSFTSIMGYLYHVRKCGKGAAELEKMTLKCHHCGKPYRSKA.... Result: 1 (interaction). (9) The protein sequence of the target gene is MNWAFLQGLLSGVNKYSTVLSRIWLSVVFIFRVLVYVVAAEEVWDDEQKDFVCNTKQPGCPNVCYDEFFPVSHVRLWALQLILVTCPSLLVVMHVAYREERERKHHLKHGPNAPSLYDNLSKKRGGLWWTYLLSLIFKAAVDAGFLYIFHRLYKDYDMPRVVACSVEPCPHTVDCYISRPTEKKVFTYFMVTTAAICILLNLSEVFYLVGKRCMEIFGPRHRRPRCRECLPDTCPPYVLSQGGHPEDGNSVLMKAGSAPVDAGGYP. The miRNA is hsa-miR-6878-3p with sequence CUGGCCUCUUCUUUCUCCUAG. Result: 0 (no interaction). (10) The miRNA is hsa-miR-6780a-5p with sequence UUGGGAGGGAAGACAGCUGGAGA. The protein sequence of the target gene is MGQGDESERIVINVGGTRHQTYRSTLRTLPGTRLAWLAEPDAHSHFDYDPRADEFFFDRHPGVFAHILNYYRTGKLHCPADVCGPLYEEELAFWGIDETDVEPCCWMTYRQHRDAEEALDSFGGAPLDNSADDADADGPGDSGDGEDELEMTKRLALSDSPDGRPGGFWRRWQPRIWALFEDPYSSRYARYVAFASLFFILVSITTFCLETHERFNPIVNKTEIENVRNGTQVRYYREAETEAFLTYIEGVCVVWFTFEFLMRVIFCPNKVEFIKNSLNIIDFVAILPFYLEVGLSGLSS.... Result: 0 (no interaction).